Predict the reactants needed to synthesize the given product. From a dataset of Full USPTO retrosynthesis dataset with 1.9M reactions from patents (1976-2016). Given the product [C:1]([N:8]([CH3:10])[NH:9][C:19](=[O:20])[NH:18][CH2:11][C:12]1[CH:17]=[CH:16][CH:15]=[CH:14][CH:13]=1)([O:3][C:4]([CH3:7])([CH3:6])[CH3:5])=[O:2], predict the reactants needed to synthesize it. The reactants are: [C:1]([N:8]([CH3:10])[NH2:9])([O:3][C:4]([CH3:7])([CH3:6])[CH3:5])=[O:2].[CH2:11]([N:18]=[C:19]=[O:20])[C:12]1[CH:17]=[CH:16][CH:15]=[CH:14][CH:13]=1.